Dataset: Forward reaction prediction with 1.9M reactions from USPTO patents (1976-2016). Task: Predict the product of the given reaction. (1) Given the reactants [CH:1]1[CH:2]=[CH:3][C:4]2[N:16]([C:17]([NH2:19])=[O:18])[C:15]3[CH:14]=[CH:13][CH:12]=[CH:11][C:10]=3[C:8](=[O:9])[CH2:7][C:5]=2[CH:6]=1.[BH4-].[Na+], predict the reaction product. The product is: [CH:1]1[CH:2]=[CH:3][C:4]2[N:16]([C:17]([NH2:19])=[O:18])[C:15]3[CH:14]=[CH:13][CH:12]=[CH:11][C:10]=3[C@@H:8]([OH:9])[CH2:7][C:5]=2[CH:6]=1. (2) Given the reactants FC(F)(F)C([O-])=O.[Cl:8][C:9]1[CH:10]=[C:11]([N:16](CC2C=CC(OC)=C(OC)C=2)[C:17]2[C:26]3[C:21](=[CH:22][C:23]([O:39][CH3:40])=[C:24]([S:27][CH:28]4[CH2:31][N:30](C(OC(C)(C)C)=O)[CH2:29]4)[CH:25]=3)[N:20]=[CH:19][N:18]=2)[CH:12]=[CH:13][C:14]=1[F:15], predict the reaction product. The product is: [NH:30]1[CH2:29][CH:28]([S:27][C:24]2[CH:25]=[C:26]3[C:21](=[CH:22][C:23]=2[O:39][CH3:40])[N:20]=[CH:19][N:18]=[C:17]3[NH:16][C:11]2[CH:12]=[CH:13][C:14]([F:15])=[C:9]([Cl:8])[CH:10]=2)[CH2:31]1. (3) Given the reactants [OH:1][C:2]1[C:3]2[O:21][N:20]=[C:19]([C:22]3[CH:27]=[CH:26][CH:25]=[CH:24][CH:23]=3)[C:4]=2[C:5]([C:13]#[C:14][Si](C)(C)C)=[N:6][C:7]=1[C:8](OCC)=[O:9].C[O-].[Na+].[NH2:31][CH2:32][C:33]([OH:35])=[O:34], predict the reaction product. The product is: [C:13]([C:5]1[C:4]2[C:19]([C:22]3[CH:23]=[CH:24][CH:25]=[CH:26][CH:27]=3)=[N:20][O:21][C:3]=2[C:2]([OH:1])=[C:7]([C:8]([NH:31][CH2:32][C:33]([OH:35])=[O:34])=[O:9])[N:6]=1)#[CH:14]. (4) Given the reactants [Cl:1][C:2]1[CH:3]=[C:4]([CH2:9][C:10]([OH:12])=O)[CH:5]=[CH:6][C:7]=1[F:8].[CH3:13][NH:14][C@H:15]1[CH2:34][N:19]2[C:20]3[C:25]([C:26]([CH2:27][C:28]([O:30]CCC)=[O:29])=[C:18]2[CH2:17][CH2:16]1)=[CH:24][CH:23]=[CH:22][CH:21]=3, predict the reaction product. The product is: [Cl:1][C:2]1[CH:3]=[C:4]([CH2:9][C:10]([N:14]([CH3:13])[C@H:15]2[CH2:34][N:19]3[C:20]4[C:25]([C:26]([CH2:27][C:28]([OH:30])=[O:29])=[C:18]3[CH2:17][CH2:16]2)=[CH:24][CH:23]=[CH:22][CH:21]=4)=[O:12])[CH:5]=[CH:6][C:7]=1[F:8]. (5) Given the reactants [F:1][C:2]1[CH:7]=[CH:6][C:5]([C:8]2[C:9]([N:28]3[CH2:33][CH2:32][CH:31]([C:34]([OH:36])=O)[CH2:30][CH2:29]3)=[N:10][C:11]([C:24]([F:27])([F:26])[F:25])=[N:12][C:13]=2[C:14]2[CH:19]=[CH:18][C:17]([S:20]([CH3:23])(=[O:22])=[O:21])=[CH:16][CH:15]=2)=[CH:4][CH:3]=1.Cl.CN(C)CCCN=C=NCC.[OH:49][N:50]1C2C=CC=CC=2N=N1.[CH:59](N(C(C)C)CC)(C)C, predict the reaction product. The product is: [CH3:59][O:49][NH:50][C:34]([CH:31]1[CH2:32][CH2:33][N:28]([C:9]2[C:8]([C:5]3[CH:4]=[CH:3][C:2]([F:1])=[CH:7][CH:6]=3)=[C:13]([C:14]3[CH:19]=[CH:18][C:17]([S:20]([CH3:23])(=[O:22])=[O:21])=[CH:16][CH:15]=3)[N:12]=[C:11]([C:24]([F:25])([F:27])[F:26])[N:10]=2)[CH2:29][CH2:30]1)=[O:36].